From a dataset of Forward reaction prediction with 1.9M reactions from USPTO patents (1976-2016). Predict the product of the given reaction. (1) Given the reactants Cl.[CH3:2][CH:3]([O:5][C:6]1[CH:13]=[CH:12][C:11]([C:14]2[O:18][N:17]=[C:16]([C:19]3[CH:29]=[CH:28][C:22]4[CH2:23][CH2:24][NH:25][CH2:26][CH2:27][C:21]=4[CH:20]=3)[N:15]=2)=[CH:10][C:7]=1[C:8]#[N:9])[CH3:4].Br[CH:31]([CH3:39])[C:32]([O:34][C:35]([CH3:38])([CH3:37])[CH3:36])=[O:33].C(=O)([O-])[O-], predict the reaction product. The product is: [C:8]([C:7]1[CH:10]=[C:11]([C:14]2[O:18][N:17]=[C:16]([C:19]3[CH:29]=[CH:28][C:22]4[CH2:23][CH2:24][N:25]([CH:31]([CH3:39])[C:32]([O:34][C:35]([CH3:38])([CH3:37])[CH3:36])=[O:33])[CH2:26][CH2:27][C:21]=4[CH:20]=3)[N:15]=2)[CH:12]=[CH:13][C:6]=1[O:5][CH:3]([CH3:2])[CH3:4])#[N:9]. (2) Given the reactants CN(C)/[CH:3]=[CH:4]/[C:5]([C:7]1[C:12](=[O:13])[CH:11]=[CH:10][N:9]([C:14]2[CH:19]=[CH:18][C:17]([O:20][C:21]([F:24])([F:23])[F:22])=[CH:16][CH:15]=2)[N:8]=1)=O.[CH3:26][C:27]1[CH:31]=[C:30]([NH:32][NH2:33])[S:29][N:28]=1, predict the reaction product. The product is: [CH3:26][C:27]1[CH:31]=[C:30]([N:32]2[C:5]([C:7]3[C:12](=[O:13])[CH:11]=[CH:10][N:9]([C:14]4[CH:19]=[CH:18][C:17]([O:20][C:21]([F:23])([F:22])[F:24])=[CH:16][CH:15]=4)[N:8]=3)=[CH:4][CH:3]=[N:33]2)[S:29][N:28]=1. (3) Given the reactants [Cl:1][C:2]1[C:33]([CH3:34])=[CH:32][C:5]([O:6][CH2:7][CH2:8][CH2:9][C:10]2[C:18]3[C:13](=[C:14]([C:19]4[C:20]([CH3:25])=[N:21][NH:22][C:23]=4[CH3:24])[CH:15]=[CH:16][CH:17]=3)[N:12]([CH2:26][CH2:27][C:28]([OH:30])=[O:29])[C:11]=2[CH3:31])=[CH:4][C:3]=1[CH3:35].[H-].[Na+].[CH3:38]I, predict the reaction product. The product is: [Cl:1][C:2]1[C:33]([CH3:34])=[CH:32][C:5]([O:6][CH2:7][CH2:8][CH2:9][C:10]2[C:18]3[C:13](=[C:14]([C:19]4[C:23]([CH3:24])=[N:22][N:21]([CH3:38])[C:20]=4[CH3:25])[CH:15]=[CH:16][CH:17]=3)[N:12]([CH2:26][CH2:27][C:28]([OH:30])=[O:29])[C:11]=2[CH3:31])=[CH:4][C:3]=1[CH3:35]. (4) The product is: [Br:8][C:5]1[CH:6]=[CH:7][C:2]([N:20]2[C:21]3[CH:9]=[CH:10][CH:11]=[CH:12][C:13]=3[C:14]3[C:19]2=[CH:18][CH:17]=[CH:16][CH:15]=3)=[CH:3][CH:4]=1. Given the reactants Br[C:2]1[CH:7]=[CH:6][C:5]([Br:8])=[CH:4][CH:3]=1.[CH:9]1[C:21]2[NH:20][C:19]3[C:14](=[CH:15][CH:16]=[CH:17][CH:18]=3)[C:13]=2[CH:12]=[CH:11][CH:10]=1.C(=O)([O-])[O-].[K+].[K+].C1OCCOCCOCCOCCOCCOC1, predict the reaction product. (5) The product is: [F:1][C:2]([F:19])([C:8]1[CH:13]=[CH:12][CH:11]=[C:10]([O:14][CH2:15][CH2:16][O:17][CH3:18])[CH:9]=1)[C:3]([OH:5])=[O:4]. Given the reactants [F:1][C:2]([F:19])([C:8]1[CH:13]=[CH:12][CH:11]=[C:10]([O:14][CH2:15][CH2:16][O:17][CH3:18])[CH:9]=1)[C:3]([O:5]CC)=[O:4].O1CCCC1.O.[OH-].[Li+], predict the reaction product. (6) Given the reactants Cl.Cl.Cl.[O:4]1[C:8]2=[C:9]([N:13]3[CH2:18][CH2:17][N:16]([CH2:19][CH2:20][C@H:21]4[CH2:26][CH2:25][C@H:24]([NH2:27])[CH2:23][CH2:22]4)[CH2:15][CH2:14]3)[N:10]=[CH:11][CH:12]=[C:7]2[CH2:6][CH2:5]1.[OH:28][C@H:29]([CH2:34][CH3:35])[CH2:30][C:31](O)=[O:32], predict the reaction product. The product is: [O:4]1[C:8]2=[C:9]([N:13]3[CH2:18][CH2:17][N:16]([CH2:19][CH2:20][C@H:21]4[CH2:26][CH2:25][C@H:24]([NH:27][C:31](=[O:32])[CH2:30][C@H:29]([OH:28])[CH2:34][CH3:35])[CH2:23][CH2:22]4)[CH2:15][CH2:14]3)[N:10]=[CH:11][CH:12]=[C:7]2[CH2:6][CH2:5]1. (7) Given the reactants Br[C:2]1[C:7]2[CH2:8][N:9]([C:13]([O:15][C:16]([CH3:19])([CH3:18])[CH3:17])=[O:14])[CH2:10][CH2:11][O:12][C:6]=2[CH:5]=[CH:4][CH:3]=1.[NH:20]1[CH2:25][CH2:24][O:23][CH2:22][CH2:21]1.CC(C)([O-])C.[Na+].O1CCOCC1, predict the reaction product. The product is: [N:20]1([C:2]2[C:7]3[CH2:8][N:9]([C:13]([O:15][C:16]([CH3:19])([CH3:18])[CH3:17])=[O:14])[CH2:10][CH2:11][O:12][C:6]=3[CH:5]=[CH:4][CH:3]=2)[CH2:25][CH2:24][O:23][CH2:22][CH2:21]1.